From a dataset of Full USPTO retrosynthesis dataset with 1.9M reactions from patents (1976-2016). Predict the reactants needed to synthesize the given product. (1) Given the product [Cl:1][C:2]1[CH:3]=[CH:4][C:5]2[O:9][C:8]([N:22]3[CH2:23][CH2:24][N:19]([CH3:18])[CH2:20][CH2:21]3)=[N:7][C:6]=2[CH:11]=1, predict the reactants needed to synthesize it. The reactants are: [Cl:1][C:2]1[CH:3]=[CH:4][C:5]2[O:9][C:8](S)=[N:7][C:6]=2[CH:11]=1.P(Cl)(Cl)(Cl)(Cl)Cl.[CH3:18][N:19]1[CH2:24][CH2:23][NH:22][CH2:21][CH2:20]1. (2) Given the product [NH2:11][C:8]1[C:4]([C:5]([OH:7])=[O:6])=[C:3]([CH3:19])[C:2]([Br:1])=[CH:10][CH:9]=1, predict the reactants needed to synthesize it. The reactants are: [Br:1][C:2]1[C:3]([CH3:19])=[C:4]([C:8]([NH:11]C(OC(C)(C)C)=O)=[CH:9][CH:10]=1)[C:5]([OH:7])=[O:6]. (3) The reactants are: ClCCl.[C:4]([O:8][C:9](=[O:21])[NH:10][C:11]1[CH:16]=[CH:15][C:14]([C:17](=[NH:20])[NH:18][OH:19])=[CH:13][CH:12]=1)([CH3:7])([CH3:6])[CH3:5].C(N(C(C)C)CC)(C)C.[F:31][C:32]([F:43])([F:42])[C:33](O[C:33](=O)[C:32]([F:43])([F:42])[F:31])=O. Given the product [C:4]([O:8][C:9](=[O:21])[NH:10][C:11]1[CH:16]=[CH:15][C:14]([C:17]2[N:20]=[C:33]([C:32]([F:43])([F:42])[F:31])[O:19][N:18]=2)=[CH:13][CH:12]=1)([CH3:7])([CH3:5])[CH3:6], predict the reactants needed to synthesize it. (4) The reactants are: [NH2:1][C:2]1[C:10]([C:11]#[C:12][C:13]2[CH:18]=[CH:17][CH:16]=[C:15]([NH:19][C:20]([C:22]3[O:23][CH:24]=[CH:25][C:26]=3[CH3:27])=[O:21])[CH:14]=2)=[CH:9][C:5]([C:6](O)=[O:7])=[CH:4][N:3]=1.CCN=C=NCCCN(C)C.[CH3:39][S:40]([C:43]1[CH:48]=[CH:47][C:46]([CH2:49][CH2:50][C:51]([O:53][CH3:54])=[O:52])=[CH:45][CH:44]=1)(=[NH:42])=[O:41]. Given the product [NH2:1][C:2]1[N:3]=[CH:4][C:5]([C:6]([N:42]=[S:40]([C:43]2[CH:44]=[CH:45][C:46]([CH2:49][CH2:50][C:51]([O:53][CH3:54])=[O:52])=[CH:47][CH:48]=2)([CH3:39])=[O:41])=[O:7])=[CH:9][C:10]=1[C:11]#[C:12][C:13]1[CH:18]=[CH:17][CH:16]=[C:15]([NH:19][C:20]([C:22]2[O:23][CH:24]=[CH:25][C:26]=2[CH3:27])=[O:21])[CH:14]=1, predict the reactants needed to synthesize it. (5) The reactants are: Br[C:2]1[CH:11]=[CH:10][C:9]2[C:4](=[C:5]([Br:12])[CH:6]=[CH:7][CH:8]=2)[N:3]=1.N1C2C(=CC=C3C=2N=CC=C3)C=CC=1.[S:27]1[C:31]2[CH:32]=[CH:33][CH:34]=[CH:35][C:30]=2[N:29]=[CH:28]1.P([O-])([O-])([O-])=O.[K+].[K+].[K+]. Given the product [S:27]1[C:31]2[CH:32]=[CH:33][CH:34]=[CH:35][C:30]=2[N:29]=[C:28]1[C:2]1[CH:11]=[CH:10][C:9]2[C:4](=[C:5]([Br:12])[CH:6]=[CH:7][CH:8]=2)[N:3]=1, predict the reactants needed to synthesize it.